Dataset: Forward reaction prediction with 1.9M reactions from USPTO patents (1976-2016). Task: Predict the product of the given reaction. (1) Given the reactants F[C:2]1[CH:7]=[C:6]([C:8]2[CH:13]=[CH:12][CH:11]=[CH:10][C:9]=2[O:14][CH3:15])[CH:5]=[CH:4][N:3]=1.[NH2:16][C:17]1[CH:22]=[CH:21][CH:20]=[CH:19][CH:18]=1, predict the reaction product. The product is: [CH3:15][O:14][C:9]1[CH:10]=[CH:11][CH:12]=[CH:13][C:8]=1[C:6]1[CH:5]=[CH:4][N:3]=[C:2]([NH:16][C:17]2[CH:22]=[CH:21][CH:20]=[CH:19][CH:18]=2)[CH:7]=1. (2) Given the reactants Cl.Cl.Cl.[O:4]1[C:8]2=[C:9]([N:13]3[CH2:18][CH2:17][N:16]([CH2:19][CH2:20][C@H:21]4[CH2:26][CH2:25][C@H:24]([NH2:27])[CH2:23][CH2:22]4)[CH2:15][CH2:14]3)[N:10]=[CH:11][CH:12]=[C:7]2[CH2:6][CH2:5]1.[CH3:28][C:29]([CH3:35])([CH3:34])[CH2:30][C:31](O)=[O:32], predict the reaction product. The product is: [O:4]1[C:8]2=[C:9]([N:13]3[CH2:18][CH2:17][N:16]([CH2:19][CH2:20][C@H:21]4[CH2:26][CH2:25][C@H:24]([NH:27][C:31](=[O:32])[CH2:30][C:29]([CH3:35])([CH3:34])[CH3:28])[CH2:23][CH2:22]4)[CH2:15][CH2:14]3)[N:10]=[CH:11][CH:12]=[C:7]2[CH2:6][CH2:5]1. (3) Given the reactants [CH2:1]([O:3][NH:4][C:5]1([C:13]#[N:14])[CH2:10][CH2:9][N:8]([O:11][CH3:12])[CH2:7][CH2:6]1)[CH3:2].C(N(CC)CC)C.[Cl:22][C:23]1[CH:28]=[C:27]([CH3:29])[C:26]([CH2:30][C:31](Cl)=[O:32])=[C:25]([CH3:34])[CH:24]=1, predict the reaction product. The product is: [Cl:22][C:23]1[CH:24]=[C:25]([CH3:34])[C:26]([CH2:30][C:31]([N:4]([C:5]2([C:13]#[N:14])[CH2:10][CH2:9][N:8]([O:11][CH3:12])[CH2:7][CH2:6]2)[O:3][CH2:1][CH3:2])=[O:32])=[C:27]([CH3:29])[CH:28]=1. (4) Given the reactants [CH:1]1([CH2:7][NH2:8])[CH2:6][CH2:5][CH2:4][CH2:3][CH2:2]1.C(N(CC)C(C)C)(C)C.[Cl:18][C:19]1[N:24]=[C:23](Cl)[C:22]([N+:26]([O-:28])=[O:27])=[CH:21][N:20]=1, predict the reaction product. The product is: [Cl:18][C:19]1[N:24]=[C:23]([NH:8][CH2:7][CH:1]2[CH2:6][CH2:5][CH2:4][CH2:3][CH2:2]2)[C:22]([N+:26]([O-:28])=[O:27])=[CH:21][N:20]=1. (5) Given the reactants [Br:1][C:2]1[C:7]2[N:8]=[C:9](Br)[NH:10][C:6]=2[C:5]([Br:12])=[C:4]([Br:13])[C:3]=1[Br:14].[NH2:15][C:16]1[CH:21]=[CH:20][CH:19]=[CH:18][CH:17]=1, predict the reaction product. The product is: [Br:1][C:2]1[C:7]2[N:8]=[C:9]([NH:15][C:16]3[CH:21]=[CH:20][CH:19]=[CH:18][CH:17]=3)[NH:10][C:6]=2[C:5]([Br:12])=[C:4]([Br:13])[C:3]=1[Br:14].